Dataset: Reaction yield outcomes from USPTO patents with 853,638 reactions. Task: Predict the reaction yield, written as a fraction of the theoretical maximum amount of product (1.0 means a 100% yield; for example, 0.34 means a 34% yield). The reactants are [C:1]([O:11][CH2:12][CH3:13])(=[O:10])[C@@H:2]([C:4]1[CH:9]=[CH:8][CH:7]=[CH:6][CH:5]=1)[OH:3].[C:28]1(C)[CH:29]=[CH:30]C(S([O-])(=[O:21])=[O:21])=[CH:26][CH:27]=1.[NH+]1[CH:30]=[CH:29][CH:28]=[CH:27][CH:26]=1. The catalyst is ClCCl. The product is [CH2:12]([O:11][C:1](=[O:10])[C@H:2]([O:3][CH:30]1[CH2:29][CH2:28][CH2:27][CH2:26][O:21]1)[C:4]1[CH:9]=[CH:8][CH:7]=[CH:6][CH:5]=1)[CH3:13]. The yield is 0.970.